From a dataset of Catalyst prediction with 721,799 reactions and 888 catalyst types from USPTO. Predict which catalyst facilitates the given reaction. (1) Reactant: Br[C:2]1[CH:3]=[C:4]([CH:28]=[CH:29][CH:30]=1)[CH2:5][N:6]1[C:10]([CH3:11])=[N:9][C:8]([C:12]2[O:16][N:15]=[C:14]([C:17]3[CH:22]=[CH:21][C:20]([O:23][C:24]([F:27])([F:26])[F:25])=[CH:19][CH:18]=3)[N:13]=2)=[N:7]1.[CH3:31][S:32]([CH:35]1[CH2:40][CH2:39][NH:38][CH2:37][CH2:36]1)(=[O:34])=[O:33].C([O-])([O-])=O.[Cs+].[Cs+].C1(P(C2CCCCC2)C2C=CC=CC=2C2C(C(C)C)=CC(C(C)C)=CC=2C(C)C)CCCCC1. Product: [CH3:31][S:32]([CH:35]1[CH2:40][CH2:39][N:38]([C:2]2[CH:30]=[CH:29][CH:28]=[C:4]([CH2:5][N:6]3[C:10]([CH3:11])=[N:9][C:8]([C:12]4[O:16][N:15]=[C:14]([C:17]5[CH:22]=[CH:21][C:20]([O:23][C:24]([F:27])([F:26])[F:25])=[CH:19][CH:18]=5)[N:13]=4)=[N:7]3)[CH:3]=2)[CH2:37][CH2:36]1)(=[O:34])=[O:33]. The catalyst class is: 101. (2) Reactant: Cl[C:2]1[N:7]=[C:6]2[N:8]([CH3:11])[N:9]=[CH:10][C:5]2=[C:4]([NH2:12])[N:3]=1.[C:13]1(B(O)O)[CH:18]=[CH:17][CH:16]=[CH:15][CH:14]=1.O1CCOCC1.C(=O)([O-])[O-].[Na+].[Na+]. Product: [CH3:11][N:8]1[C:6]2=[N:7][C:2]([C:13]3[CH:18]=[CH:17][CH:16]=[CH:15][CH:14]=3)=[N:3][C:4]([NH2:12])=[C:5]2[CH:10]=[N:9]1. The catalyst class is: 6. (3) Product: [CH2:3]([O:5][CH2:6][CH2:7][N:8]1[C:12]2[CH:13]=[CH:14][CH:15]=[CH:16][C:11]=2[N:10]=[C:9]1[N:17]1[CH2:23][CH2:22][CH2:21][N:20]([CH2:24][CH2:25][C@:26]2([C:31]3[CH:36]=[CH:35][CH:34]=[CH:33][CH:32]=3)[CH2:30][CH2:29][N:28]([C:42]([C:41]3[CH:45]=[C:46]([OH:61])[CH:38]=[CH:39][C:40]=3[O:47][CH3:48])=[O:43])[CH2:27]2)[CH2:19][CH2:18]1)[CH3:4]. Reactant: Cl.Cl.[CH2:3]([O:5][CH2:6][CH2:7][N:8]1[C:12]2[CH:13]=[CH:14][CH:15]=[CH:16][C:11]=2[N:10]=[C:9]1[N:17]1[CH2:23][CH2:22][CH2:21][N:20]([CH2:24][CH2:25][C@:26]2([C:31]3[CH:36]=[CH:35][CH:34]=[CH:33][CH:32]=3)[CH2:30][CH2:29][NH:28][CH2:27]2)[CH2:19][CH2:18]1)[CH3:4].O[C:38]1[CH:46]=[CH:45][C:41]([C:42](O)=[O:43])=[C:40]([O:47][CH3:48])[CH:39]=1.CN(C)CCCN=C=NCC.O.[OH:61]N1C2C=CC=CC=2N=N1. The catalyst class is: 4. (4) Reactant: [Br:1][C:2]1[CH:7]=[C:6]([CH3:8])[C:5](I)=[C:4]([CH3:10])[CH:3]=1.C([Mg]Cl)(C)C.[O:16]1[CH:20]=[CH:19][CH:18]=[C:17]1[CH:21]=[O:22].[Cl-].[NH4+]. Product: [Br:1][C:2]1[CH:7]=[C:6]([CH3:8])[C:5]([C:18]2[CH:19]=[CH:20][O:16][C:17]=2[CH2:21][OH:22])=[C:4]([CH3:10])[CH:3]=1. The catalyst class is: 7. (5) Reactant: [Cl:1][C:2]1[CH:7]=[CH:6][C:5]([C:8]2[CH:9]=[C:10]([C:20](O)=[O:21])[N:11]=[N:12][C:13]=2[O:14][CH2:15][C:16]([F:19])([F:18])[F:17])=[CH:4][CH:3]=1.CN1CCOCC1.CN(C(ON1N=NC2C=CC=CC1=2)=[N+](C)C)C.F[P-](F)(F)(F)(F)F.Cl.[CH:55]1([C:58]2[O:62][N:61]=[C:60]([CH2:63][NH2:64])[N:59]=2)[CH2:57][CH2:56]1. Product: [CH:55]1([C:58]2[O:62][N:61]=[C:60]([CH2:63][NH:64][C:20]([C:10]3[N:11]=[N:12][C:13]([O:14][CH2:15][C:16]([F:17])([F:18])[F:19])=[C:8]([C:5]4[CH:4]=[CH:3][C:2]([Cl:1])=[CH:7][CH:6]=4)[CH:9]=3)=[O:21])[N:59]=2)[CH2:57][CH2:56]1. The catalyst class is: 9. (6) Product: [Br:14][C:15]1[CH:16]=[N:17][CH:18]=[C:19]([N+:22]([O-:24])=[O:23])[C:20]=1[CH3:1]. The catalyst class is: 3. Reactant: [C:1](OCC)(=O)CC(OCC)=O.[H-].[Na+].[Br:14][C:15]1[CH:16]=[N:17][CH:18]=[C:19]([N+:22]([O-:24])=[O:23])[C:20]=1Cl.